This data is from Forward reaction prediction with 1.9M reactions from USPTO patents (1976-2016). The task is: Predict the product of the given reaction. (1) Given the reactants [CH2:1]([C:8]1[CH:9]=[CH:10][C:11]2[O:15][C:14]([C:16]3[CH:21]=[CH:20][C:19]([CH2:22][N:23]4[CH2:26][CH:25]([C:27]([OH:29])=[O:28])[CH2:24]4)=[CH:18][C:17]=3F)=[N:13][C:12]=2[CH:31]=1)[C:2]1[CH:7]=[CH:6][CH:5]=[CH:4][CH:3]=1.C(C1C=CC(C(Cl)=O)=CC=1)=O, predict the reaction product. The product is: [CH2:1]([C:8]1[CH:9]=[CH:10][C:11]2[O:15][C:14]([C:16]3[CH:21]=[CH:20][C:19]([CH2:22][N:23]4[CH2:24][CH:25]([C:27]([OH:29])=[O:28])[CH2:26]4)=[CH:18][CH:17]=3)=[N:13][C:12]=2[CH:31]=1)[C:2]1[CH:3]=[CH:4][CH:5]=[CH:6][CH:7]=1. (2) Given the reactants C([N:8]1[CH2:13][CH2:12][CH:11]([NH:14][C:15](=[O:32])[CH2:16][CH2:17][C:18]2[O:19][C:20]([NH:23][C:24]3[CH:29]=[CH:28][C:27]([F:30])=[CH:26][C:25]=3[F:31])=[N:21][N:22]=2)[CH2:10][CH2:9]1)C1C=CC=CC=1, predict the reaction product. The product is: [F:31][C:25]1[CH:26]=[C:27]([F:30])[CH:28]=[CH:29][C:24]=1[NH:23][C:20]1[O:19][C:18]([CH2:17][CH2:16][C:15]([NH:14][CH:11]2[CH2:12][CH2:13][NH:8][CH2:9][CH2:10]2)=[O:32])=[N:22][N:21]=1.